The task is: Regression/Classification. Given a drug SMILES string, predict its toxicity properties. Task type varies by dataset: regression for continuous values (e.g., LD50, hERG inhibition percentage) or binary classification for toxic/non-toxic outcomes (e.g., AMES mutagenicity, cardiotoxicity, hepatotoxicity). Dataset: ld50_zhu.. This data is from Acute oral toxicity (LD50) regression data from Zhu et al.. (1) The drug is c1ccc(CC2OCCO2)cc1. The rat oral LD50 is 1.87, given as -log10 of the dose in mol/kg body weight (higher means more acutely toxic). (2) The molecule is C=CC1OCC2(CO1)COC(C=C)OC2. The rat oral LD50 is 1.72, given as -log10 of the dose in mol/kg body weight (higher means more acutely toxic). (3) The drug is CCCCCC(C)=O. The rat oral LD50 is 1.83, given as -log10 of the dose in mol/kg body weight (higher means more acutely toxic). (4) The drug is O=C(O)C(F)(F)C(F)(F)C(F)(F)C(F)(F)C(F)(F)C(F)(F)C(F)(F)C(F)F. The rat oral LD50 is 2.73, given as -log10 of the dose in mol/kg body weight (higher means more acutely toxic). (5) The compound is CCCCCCCCCCCC=O. The rat oral LD50 is 0.904, given as -log10 of the dose in mol/kg body weight (higher means more acutely toxic).